Dataset: Retrosynthesis with 50K atom-mapped reactions and 10 reaction types from USPTO. Task: Predict the reactants needed to synthesize the given product. (1) Given the product CC(C)(C)OC(=O)N1CCN(S(=O)(=O)c2cc([N+](=O)[O-])ccc2Cl)CC1, predict the reactants needed to synthesize it. The reactants are: CC(C)(C)OC(=O)N1CCNCC1.O=[N+]([O-])c1ccc(Cl)c(S(=O)(=O)Cl)c1. (2) Given the product CC(O)C(C)(C)[C@@H]1CCOC(C)(C)O1, predict the reactants needed to synthesize it. The reactants are: CC1(C)OCC[C@@H](C(C)(C)C=O)O1.C[Mg+]. (3) Given the product CC(C)n1c(C=O)c(-c2ccc(F)cc2)c(-c2ccccc2)c1C(=O)NCc1ccc(F)cc1, predict the reactants needed to synthesize it. The reactants are: CC(C)n1c(C=O)c(-c2ccc(F)cc2)c(-c2ccccc2)c1C(=O)O.NCc1ccc(F)cc1. (4) Given the product CC(C)(C)Nc1nc(Nc2cnccn2)cc2ccn(C[C@@H](O)CO)c(=O)c12, predict the reactants needed to synthesize it. The reactants are: CC(C)(C)Nc1nc(Cl)cc2ccn(C[C@@H](O)CO)c(=O)c12.Nc1cnccn1.